From a dataset of Catalyst prediction with 721,799 reactions and 888 catalyst types from USPTO. Predict which catalyst facilitates the given reaction. (1) Reactant: [Cl:1][C:2]1[CH:7]=[CH:6][C:5]([C:8]2[N:12]=[C:11]([C:13]3[S:14][CH:15]=[CH:16][C:17]=3[Cl:18])[O:10][N:9]=2)=[CH:4][C:3]=1[NH2:19].[CH2:20]([OH:22])[CH3:21].C([CH2:25][C:26](OBr)=[O:27])C.C(N(CC)CC)C. Product: [CH2:20]([O:22][C:26](=[O:27])[CH2:25][NH:19][C:3]1[CH:4]=[C:5]([C:8]2[N:12]=[C:11]([C:13]3[S:14][CH:15]=[CH:16][C:17]=3[Cl:18])[O:10][N:9]=2)[CH:6]=[CH:7][C:2]=1[Cl:1])[CH3:21]. The catalyst class is: 13. (2) Reactant: [H-].[Na+].[OH:3][CH:4]1[CH2:9][CH2:8][N:7]([C:10]([O:12][C:13]([CH3:16])([CH3:15])[CH3:14])=[O:11])[CH2:6][CH2:5]1.I[CH3:18]. Product: [CH3:18][O:3][CH:4]1[CH2:5][CH2:6][N:7]([C:10]([O:12][C:13]([CH3:16])([CH3:15])[CH3:14])=[O:11])[CH2:8][CH2:9]1. The catalyst class is: 30. (3) Reactant: CCN(C(C)C)C(C)C.[Br:10][C:11]1[CH:12]=[C:13]2[C:18](=[CH:19][CH:20]=1)[O:17][C:16](=[O:21])[C:15]([C:22]([OH:24])=O)=[CH:14]2.CN(C(ON1N=NC2C=CC=NC1=2)=[N+](C)C)C.F[P-](F)(F)(F)(F)F.[N:49]1[C:50]([C:58]2[CH:59]=[C:60]([NH2:64])[CH:61]=[CH:62][CH:63]=2)=[CH:51][N:52]2[CH:57]=[CH:56][CH:55]=[CH:54][C:53]=12. Product: [N:49]1[C:50]([C:58]2[CH:59]=[C:60]([NH:64][C:22]([C:15]3[C:16](=[O:21])[O:17][C:18]4[C:13]([CH:14]=3)=[CH:12][C:11]([Br:10])=[CH:20][CH:19]=4)=[O:24])[CH:61]=[CH:62][CH:63]=2)=[CH:51][N:52]2[CH:57]=[CH:56][CH:55]=[CH:54][C:53]=12. The catalyst class is: 3. (4) Reactant: CC1C(C2CCCC(C3C(C)=CC=CN=3)N2)=NC=CC=1.[CH3:21][O:22][C:23](=[O:32])[C:24]1[CH:29]=[CH:28][C:27](CBr)=[CH:26][CH:25]=1.CCN(C(C)C)C(C)C. Product: [CH3:21][O:22][C:23](=[O:32])[C:24]1[CH:29]=[CH:28][CH:27]=[CH:26][CH:25]=1. The catalyst class is: 3. (5) Reactant: [Cl:1][C:2]1[CH:7]=[CH:6][C:5]([N:8]([CH2:13][CH:14]2[CH2:19][CH2:18][NH:17][CH2:16][CH2:15]2)[C:9](=[O:12])[CH2:10][CH3:11])=[CH:4][CH:3]=1.C(=O)([O-])[O-].[K+].[K+].Br[CH2:27][CH2:28][C:29]1[CH:34]=[CH:33][CH:32]=[CH:31][CH:30]=1.C(=O)([O-])O.[Na+]. Product: [Cl:1][C:2]1[CH:7]=[CH:6][C:5]([N:8]([CH2:13][CH:14]2[CH2:15][CH2:16][N:17]([CH2:27][CH2:28][C:29]3[CH:34]=[CH:33][CH:32]=[CH:31][CH:30]=3)[CH2:18][CH2:19]2)[C:9](=[O:12])[CH2:10][CH3:11])=[CH:4][CH:3]=1. The catalyst class is: 131. (6) Reactant: Cl[C:2]1[CH:11]=[CH:10][N:9]=[C:8]2[C:3]=1[CH2:4]C[CH2:6][NH:7]2.[N+:12]([C:15]1[CH:20]=[CH:19][C:18]([S:21]([NH:24][CH2:25][CH:26]([CH:37]2[CH2:42][CH2:41][NH:40][CH2:39][CH2:38]2)[C:27]2[CH:32]=[CH:31][C:30]([C:33]([F:36])([F:35])[F:34])=[CH:29][CH:28]=2)(=[O:23])=[O:22])=[CH:17][CH:16]=1)([O-:14])=[O:13].C([N:46](C(C)C)CC)(C)C. Product: [N+:12]([C:15]1[CH:20]=[CH:19][C:18]([S:21]([NH:24][CH2:25][CH:26]([CH:37]2[CH2:42][CH2:41][N:40]([C:4]3[C:3]4[CH2:2][CH2:11][CH2:10][NH:9][C:8]=4[N:7]=[CH:6][N:46]=3)[CH2:39][CH2:38]2)[C:27]2[CH:32]=[CH:31][C:30]([C:33]([F:36])([F:34])[F:35])=[CH:29][CH:28]=2)(=[O:22])=[O:23])=[CH:17][CH:16]=1)([O-:14])=[O:13]. The catalyst class is: 37. (7) Reactant: O[CH:2]=[C:3]1[C:11]2[C:6](=[CH:7][C:8]([C:12]([C:14]3[CH:19]=[CH:18][C:17]([NH:20][C:21]([C:23]4[N:24]([C:29]([CH3:32])([CH3:31])[CH3:30])[N:25]=[C:26]([CH3:28])[CH:27]=4)=[O:22])=[CH:16][CH:15]=3)=[O:13])=[CH:9][CH:10]=2)[NH:5][C:4]1=[O:33].[NH2:34][C:35]1[CH:40]=[CH:39][C:38]([N:41]2[CH2:46][CH2:45][O:44][CH2:43][CH2:42]2)=[CH:37][CH:36]=1. The catalyst class is: 1. Product: [N:41]1([C:38]2[CH:37]=[CH:36][C:35]([NH:34][CH:2]=[C:3]3[C:11]4[C:6](=[CH:7][C:8]([C:12]([C:14]5[CH:15]=[CH:16][C:17]([NH:20][C:21]([C:23]6[N:24]([C:29]([CH3:31])([CH3:30])[CH3:32])[N:25]=[C:26]([CH3:28])[CH:27]=6)=[O:22])=[CH:18][CH:19]=5)=[O:13])=[CH:9][CH:10]=4)[NH:5][C:4]3=[O:33])=[CH:40][CH:39]=2)[CH2:46][CH2:45][O:44][CH2:43][CH2:42]1. (8) Reactant: [CH2:1]([NH:3][CH2:4][CH3:5])[CH3:2].[OH-].[Na+].Br[CH2:9][CH2:10][CH2:11][Cl:12]. The catalyst class is: 21. Product: [Cl:12][CH2:11][CH2:10][CH2:9][N:3]([CH2:4][CH3:5])[CH2:1][CH3:2].